Task: Predict the reactants needed to synthesize the given product.. Dataset: Full USPTO retrosynthesis dataset with 1.9M reactions from patents (1976-2016) The reactants are: N1C(C)=CC=CC=1C.[C:9]1([CH3:24])[CH:14]=[CH:13][C:12]([S:15]([O:18][CH2:19][CH2:20][C@@H:21]([OH:23])[CH3:22])(=[O:17])=[O:16])=[CH:11][CH:10]=1.FC(F)(F)S(O[Si:31]([CH:38]([CH3:40])[CH3:39])([CH:35]([CH3:37])[CH3:36])[CH:32]([CH3:34])[CH3:33])(=O)=O. Given the product [C:9]1([CH3:24])[CH:10]=[CH:11][C:12]([S:15]([O:18][CH2:19][CH2:20][C@@H:21]([O:23][Si:31]([CH:38]([CH3:40])[CH3:39])([CH:35]([CH3:37])[CH3:36])[CH:32]([CH3:34])[CH3:33])[CH3:22])(=[O:16])=[O:17])=[CH:13][CH:14]=1, predict the reactants needed to synthesize it.